This data is from Acute oral toxicity (LD50) regression data from Zhu et al.. The task is: Regression/Classification. Given a drug SMILES string, predict its toxicity properties. Task type varies by dataset: regression for continuous values (e.g., LD50, hERG inhibition percentage) or binary classification for toxic/non-toxic outcomes (e.g., AMES mutagenicity, cardiotoxicity, hepatotoxicity). Dataset: ld50_zhu. (1) The molecule is CCCC(=O)C(C)C. The rat oral LD50 is 1.46, given as -log10 of the dose in mol/kg body weight (higher means more acutely toxic). (2) The drug is CN(C)N=Nc1ccc(F)cc1. The rat oral LD50 is 2.71, given as -log10 of the dose in mol/kg body weight (higher means more acutely toxic). (3) The compound is CCCCOC(=O)c1ccccc1C(=O)OCc1ccccc1. The rat oral LD50 is 2.13, given as -log10 of the dose in mol/kg body weight (higher means more acutely toxic). (4) The drug is CNC(=O)Oc1cc(C)cc(C)c1. The rat oral LD50 is 2.52, given as -log10 of the dose in mol/kg body weight (higher means more acutely toxic). (5) The drug is C=CC(=O)OCC(=O)OCC. The rat oral LD50 is 2.87, given as -log10 of the dose in mol/kg body weight (higher means more acutely toxic).